The task is: Predict the reactants needed to synthesize the given product.. This data is from Full USPTO retrosynthesis dataset with 1.9M reactions from patents (1976-2016). Given the product [Cl:40][C:41]1[CH:46]=[C:45]([O:47][CH3:48])[CH:44]=[CH:43][C:42]=1[C:49]1[N:50]=[C:51]([CH2:66][CH3:67])[C:52]([NH:57][C@H:58]2[C@@H:62]([O:63][CH2:64][CH3:65])[CH2:61][N:60]([C:34]3[N:39]=[CH:38][CH:37]=[CH:36][N:35]=3)[CH2:59]2)=[N:53][C:54]=1[CH2:55][CH3:56], predict the reactants needed to synthesize it. The reactants are: ClC1C=C(Cl)C=CC=1C1N=C(CC)C(N[C@H]2[C@@H](OCC)CN(C3SC=CN=3)C2)=NC=1CC.Br[C:34]1[N:39]=[CH:38][CH:37]=[CH:36][N:35]=1.[Cl:40][C:41]1[CH:46]=[C:45]([O:47][CH3:48])[CH:44]=[CH:43][C:42]=1[C:49]1[N:50]=[C:51]([CH2:66][CH3:67])[C:52]([NH:57][C@H:58]2[C@@H:62]([O:63][CH2:64][CH3:65])[CH2:61][NH:60][CH2:59]2)=[N:53][C:54]=1[CH2:55][CH3:56].